Dataset: Reaction yield outcomes from USPTO patents with 853,638 reactions. Task: Predict the reaction yield, written as a fraction of the theoretical maximum amount of product (1.0 means a 100% yield; for example, 0.34 means a 34% yield). The reactants are [CH3:1][C:2]1[CH:3]([C:10]2[CH:17]=[CH:16][CH:15]=[CH:14][C:11]=2[CH:12]=O)[C:4]([CH3:9])=[C:5]([CH3:8])[C:6]=1[CH3:7].[C:18]1([NH:24][NH2:25])[CH:23]=[CH:22][CH:21]=[CH:20][CH:19]=1. The catalyst is C(O)C. The product is [C:18]1([NH:24][N:25]=[CH:12][C:11]2[CH:14]=[CH:15][CH:16]=[CH:17][C:10]=2[CH:3]2[C:2]([CH3:1])=[C:6]([CH3:7])[C:5]([CH3:8])=[C:4]2[CH3:9])[CH:23]=[CH:22][CH:21]=[CH:20][CH:19]=1. The yield is 0.763.